This data is from Catalyst prediction with 721,799 reactions and 888 catalyst types from USPTO. The task is: Predict which catalyst facilitates the given reaction. (1) Reactant: [Br:1][C:2]1[S:3][C:4]([NH:10][C:11]([O:13][CH:14]([CH3:16])[CH3:15])=[O:12])=[C:5]([C:7]([OH:9])=O)[N:6]=1.[CH2:17]([O:24][C:25](=[O:41])[NH:26][C@@H:27]1[CH2:33][CH2:32][CH2:31][N:30]([C:34]2[N:35]([CH3:40])[N:36]=[CH:37][C:38]=2[NH2:39])[CH2:29][CH2:28]1)[C:18]1[CH:23]=[CH:22][CH:21]=[CH:20][CH:19]=1.[CH3:42]N(C(ON1N=NC2C=CC=NC1=2)=[N+](C)C)C.F[P-](F)(F)(F)(F)F.C(N(CC)C(C)C)(C)C. Product: [CH2:17]([O:24][C:25](=[O:41])[NH:26][C@@H:27]1[CH2:33][CH2:32][CH2:31][N:30]([C:34]2[N:35]([CH3:40])[N:36]=[CH:37][C:38]=2[NH:39][C:7]([C:5]2[N:6]=[C:2]([Br:1])[S:3][C:4]=2[NH:10][C:11]([O:13][C:14]([CH3:16])([CH3:42])[CH3:15])=[O:12])=[O:9])[CH2:29][CH2:28]1)[C:18]1[CH:19]=[CH:20][CH:21]=[CH:22][CH:23]=1. The catalyst class is: 42. (2) Reactant: [C:1]1([P:7]([C:28]2[CH:33]=[CH:32][CH:31]=[CH:30][CH:29]=2)[C:8]2[CH:9]=[CH:10][CH:11]=[C:12]3[C:17]=2[NH:16][CH:15]([C:18]2[C:27]4[C:22](=[CH:23][CH:24]=[CH:25][CH:26]=4)[CH:21]=[CH:20][CH:19]=2)[CH:14]=[CH:13]3)[CH:6]=[CH:5][CH:4]=[CH:3][CH:2]=1.[OH:34]O. Product: [C:28]1([P:7]([C:1]2[CH:2]=[CH:3][CH:4]=[CH:5][CH:6]=2)([C:8]2[CH:9]=[CH:10][CH:11]=[C:12]3[C:17]=2[NH:16][CH:15]([C:18]2[C:27]4[C:22](=[CH:23][CH:24]=[CH:25][CH:26]=4)[CH:21]=[CH:20][CH:19]=2)[CH:14]=[CH:13]3)=[O:34])[CH:29]=[CH:30][CH:31]=[CH:32][CH:33]=1. The catalyst class is: 2. (3) Reactant: [N:1]1([C:6]2[CH:40]=[CH:39][C:9]([CH2:10][C:11]3[C:12]([O:37]C)=[N:13][C:14]4[C:19]([C:20]=3[Cl:21])=[CH:18][C:17]([C:22]([C:30]3[CH:35]=[CH:34][C:33]([Cl:36])=[CH:32][CH:31]=3)([C:24]3[N:28]([CH3:29])[CH:27]=[N:26][CH:25]=3)[OH:23])=[CH:16][CH:15]=4)=[CH:8][CH:7]=2)[CH:5]=[CH:4][CH:3]=[N:2]1.Cl.[OH-].[Na+]. Product: [N:1]1([C:6]2[CH:7]=[CH:8][C:9]([CH2:10][C:11]3[C:12]([OH:37])=[N:13][C:14]4[C:19]([C:20]=3[Cl:21])=[CH:18][C:17]([C:22]([C:30]3[CH:35]=[CH:34][C:33]([Cl:36])=[CH:32][CH:31]=3)([OH:23])[C:24]3[N:28]([CH3:29])[CH:27]=[N:26][CH:25]=3)=[CH:16][CH:15]=4)=[CH:39][CH:40]=2)[CH:5]=[CH:4][CH:3]=[N:2]1. The catalyst class is: 5. (4) Reactant: [CH3:1][O:2][CH2:3][C@H:4]([CH3:31])[O:5][C:6]1[CH:7]=[C:8]([C:23]2[NH:27][C:26]([C:28]([OH:30])=O)=[CH:25][CH:24]=2)[CH:9]=[C:10]([O:12][C:13]2[CH:18]=[CH:17][C:16]([S:19]([CH3:22])(=[O:21])=[O:20])=[CH:15][CH:14]=2)[CH:11]=1.[NH2:32][CH2:33][C@H:34]([OH:36])[CH3:35].CCN=C=NCCCN(C)C.Cl.Cl. Product: [OH:36][C@H:34]([CH3:35])[CH2:33][NH:32][C:28]([C:26]1[NH:27][C:23]([C:8]2[CH:9]=[C:10]([O:12][C:13]3[CH:14]=[CH:15][C:16]([S:19]([CH3:22])(=[O:20])=[O:21])=[CH:17][CH:18]=3)[CH:11]=[C:6]([O:5][C@@H:4]([CH3:31])[CH2:3][O:2][CH3:1])[CH:7]=2)=[CH:24][CH:25]=1)=[O:30]. The catalyst class is: 112. (5) Reactant: [N+](=C[Si](C)(C)C)=[N-].[CH2:8]([Li])CCC.[F:13][C:14]1[CH:21]=[CH:20][CH:19]=[C:18]([F:22])[C:15]=1[CH:16]=O.Cl[C:24]([O:26][CH3:27])=[O:25]. Product: [F:13][C:14]1[CH:21]=[CH:20][CH:19]=[C:18]([F:22])[C:15]=1[C:16]#[C:8][C:24]([O:26][CH3:27])=[O:25]. The catalyst class is: 7. (6) Reactant: [CH2:1]([O:3][C:4]([C:6]1[CH:10]=[C:9]([CH:11]=O)[NH:8][N:7]=1)=[O:5])[CH3:2].[CH2:13]([NH2:20])[C:14]1[CH:19]=[CH:18][CH:17]=[CH:16][CH:15]=1.C(O[BH-](OC(=O)C)OC(=O)C)(=O)C.[Na+]. Product: [CH2:1]([O:3][C:4]([C:6]1[CH:10]=[C:9]([CH2:11][NH:20][CH2:13][C:14]2[CH:19]=[CH:18][CH:17]=[CH:16][CH:15]=2)[NH:8][N:7]=1)=[O:5])[CH3:2]. The catalyst class is: 26.